From a dataset of Forward reaction prediction with 1.9M reactions from USPTO patents (1976-2016). Predict the product of the given reaction. (1) Given the reactants [F:1][C:2]1([F:39])[O:6][C:5]2[CH:7]=[CH:8][C:9]([C:11]3([C:14]([NH:16][C@H:17]4[C:26]5[C:21](=[CH:22][C:23]([O:27][CH3:28])=[CH:24][CH:25]=5)[O:20][C@@H:19]([C:29]5[S:30][CH:31]=[C:32]([C:34]([O:36]CC)=[O:35])[N:33]=5)[CH2:18]4)=[O:15])[CH2:13][CH2:12]3)=[CH:10][C:4]=2[O:3]1.FC1(F)OC2C=CC(C3(C(NC4C5C(=CC=CC=5)OC(C5CC(C(OCC)=O)C5)C4)=O)CC3)=CC=2O1, predict the reaction product. The product is: [F:39][C:2]1([F:1])[O:6][C:5]2[CH:7]=[CH:8][C:9]([C:11]3([C:14]([NH:16][C@H:17]4[C:26]5[C:21](=[CH:22][C:23]([O:27][CH3:28])=[CH:24][CH:25]=5)[O:20][C@@H:19]([C:29]5[S:30][CH:31]=[C:32]([C:34]([OH:36])=[O:35])[N:33]=5)[CH2:18]4)=[O:15])[CH2:12][CH2:13]3)=[CH:10][C:4]=2[O:3]1. (2) The product is: [CH3:18][O:19][C:20]1[CH:25]=[N:24][C:23]([N:26]2[CH:30]=[N:29][C:28]([CH3:31])=[N:27]2)=[C:22]2[NH:32][CH:33]=[C:34]([C:35](=[O:39])[C:36]([N:15]3[CH2:16][CH2:17][C:9]4[C:8]([C:3]5[CH:4]=[CH:5][CH:6]=[CH:7][N:2]=5)=[N:13][CH:12]=[N:11][C:10]=4[CH2:14]3)=[O:37])[C:21]=12. Given the reactants Cl.[N:2]1[CH:7]=[CH:6][CH:5]=[CH:4][C:3]=1[C:8]1[C:9]2[CH2:17][CH2:16][NH:15][CH2:14][C:10]=2[N:11]=[CH:12][N:13]=1.[CH3:18][O:19][C:20]1[CH:25]=[N:24][C:23]([N:26]2[CH:30]=[N:29][C:28]([CH3:31])=[N:27]2)=[C:22]2[NH:32][CH:33]=[C:34]([C:35](=[O:39])[C:36](O)=[O:37])[C:21]=12.CN1CCOCC1.CN(C(ON1N=NC2C=CC=CC1=2)=[N+](C)C)C.[B-](F)(F)(F)F, predict the reaction product. (3) Given the reactants [NH2:1][C:2](=[O:38])[CH:3]([OH:37])[CH:4]([NH:12][C:13](=[O:36])[C:14]1[CH:19]=[CH:18][CH:17]=[N:16][C:15]=1[N:20]1[CH:24]=[CH:23][C:22]([CH2:25][N:26]2[CH2:31][CH2:30][CH:29]([C:32]([CH3:35])([CH3:34])[CH3:33])[CH2:28][CH2:27]2)=[N:21]1)[CH2:5][C:6]1[CH:11]=[CH:10][CH:9]=[CH:8][CH:7]=1, predict the reaction product. The product is: [NH2:1][C:2](=[O:38])[C:3](=[O:37])[CH:4]([NH:12][C:13](=[O:36])[C:14]1[CH:19]=[CH:18][CH:17]=[N:16][C:15]=1[N:20]1[CH:24]=[CH:23][C:22]([CH2:25][N:26]2[CH2:27][CH2:28][CH:29]([C:32]([CH3:34])([CH3:35])[CH3:33])[CH2:30][CH2:31]2)=[N:21]1)[CH2:5][C:6]1[CH:7]=[CH:8][CH:9]=[CH:10][CH:11]=1. (4) Given the reactants Cl.[CH3:2][C@@:3]1([OH:8])[CH2:7][O:6][NH:5][CH2:4]1.C(N(C(C)C)CC)(C)C.[CH:18]1([CH2:24][N:25]2[C:29]3[CH:30]=[CH:31][C:32]([C:34](O)=[O:35])=[CH:33][C:28]=3[N:27]=[C:26]2[C:37]([CH3:41])([CH3:40])[CH2:38][CH3:39])[CH2:23][CH2:22][CH2:21][CH2:20][CH2:19]1.CN(C(ON1N=NC2C=CC=NC1=2)=[N+](C)C)C.F[P-](F)(F)(F)(F)F, predict the reaction product. The product is: [CH:18]1([CH2:24][N:25]2[C:29]3[CH:30]=[CH:31][C:32]([C:34]([N:5]4[CH2:4][C@:3]([CH3:2])([OH:8])[CH2:7][O:6]4)=[O:35])=[CH:33][C:28]=3[N:27]=[C:26]2[C:37]([CH3:40])([CH3:41])[CH2:38][CH3:39])[CH2:19][CH2:20][CH2:21][CH2:22][CH2:23]1. (5) Given the reactants Br[C:2]1[CH:3]=[C:4]([C:8]2([C:23]#[N:24])[CH2:14][C@@H:13]3[N:15]([C:16]([O:18][C:19]([CH3:22])([CH3:21])[CH3:20])=[O:17])[C@@H:10]([CH2:11][CH2:12]3)[CH2:9]2)[CH:5]=[N:6][CH:7]=1.C1(P([CH:38]2[CH2:43][CH2:42]CCC2)C2CCCCC2)CCCCC1.P([O-])([O-])([O-])=O.[K+].[K+].[K+].C1(B(O)O)CC1.[Cl-].[NH4+], predict the reaction product. The product is: [C:23]([C:8]1([C:4]2[CH:5]=[N:6][CH:7]=[C:2]([CH:42]3[CH2:43][CH2:38]3)[CH:3]=2)[CH2:14][C@@H:13]2[N:15]([C:16]([O:18][C:19]([CH3:22])([CH3:21])[CH3:20])=[O:17])[C@@H:10]([CH2:11][CH2:12]2)[CH2:9]1)#[N:24].